From a dataset of Full USPTO retrosynthesis dataset with 1.9M reactions from patents (1976-2016). Predict the reactants needed to synthesize the given product. (1) Given the product [O:29]1[C:33]2[CH:34]=[CH:35][CH:36]=[CH:37][C:32]=2[N:31]=[C:30]1[C:2]1[CH:7]=[CH:6][C:5]([C:8]2[N:12]([CH2:13][C@@H:14]3[CH2:18][CH2:17][N:16]([C:19]([CH:21]4[CH2:22][CH2:23]4)=[O:20])[CH2:15]3)[C:11](=[O:24])[C:10]3([CH2:25][CH2:26][CH2:27][CH2:28]3)[N:9]=2)=[CH:4][CH:3]=1, predict the reactants needed to synthesize it. The reactants are: Br[C:2]1[CH:7]=[CH:6][C:5]([C:8]2[N:12]([CH2:13][C@@H:14]3[CH2:18][CH2:17][N:16]([C:19]([CH:21]4[CH2:23][CH2:22]4)=[O:20])[CH2:15]3)[C:11](=[O:24])[C:10]3([CH2:28][CH2:27][CH2:26][CH2:25]3)[N:9]=2)=[CH:4][CH:3]=1.[O:29]1[C:33]2[CH:34]=[CH:35][CH:36]=[CH:37][C:32]=2[N:31]=[CH:30]1.C([O-])([O-])=O.[K+].[K+].C1C=CC(P(C2C=CC=CC=2)C2C=CC=CC=2)=CC=1. (2) Given the product [CH3:1][O:2][C:3]1[CH:4]=[C:5]2[C:10](=[CH:11][CH:12]=1)[CH:9]([CH2:13][C:14]1[CH:19]=[CH:18][C:17]([O:20][CH2:21][C:22]3[CH:27]=[CH:26][CH:25]=[CH:24][CH:23]=3)=[CH:16][CH:15]=1)[N:8]([CH:31]1[CH2:32][CH2:33][O:28][CH2:29][CH2:30]1)[CH2:7][CH2:6]2, predict the reactants needed to synthesize it. The reactants are: [CH3:1][O:2][C:3]1[CH:4]=[C:5]2[C:10](=[CH:11][CH:12]=1)[CH:9]([CH2:13][C:14]1[CH:19]=[CH:18][C:17]([O:20][CH2:21][C:22]3[CH:27]=[CH:26][CH:25]=[CH:24][CH:23]=3)=[CH:16][CH:15]=1)[NH:8][CH2:7][CH2:6]2.[O:28]1[CH2:33][CH2:32][C:31](=O)[CH2:30][CH2:29]1. (3) Given the product [OH:27][C:10]([C:23]([F:26])([F:25])[F:24])([CH2:9][C:8]([C:6]1[CH:7]=[C:2]([C:34]2[CH:39]=[CH:38][CH:37]=[CH:36][CH:35]=2)[CH:3]=[CH:4][C:5]=1[O:30][CH3:31])([CH3:29])[CH3:28])[CH2:11][N:12]1[C:21]2[C:16](=[CH:17][CH:18]=[CH:19][CH:20]=2)[C:15](=[O:22])[CH:14]=[CH:13]1, predict the reactants needed to synthesize it. The reactants are: Br[C:2]1[CH:3]=[CH:4][C:5]([O:30][CH3:31])=[C:6]([C:8]([CH3:29])([CH3:28])[CH2:9][C:10]([OH:27])([C:23]([F:26])([F:25])[F:24])[CH2:11][N:12]2[C:21]3[C:16](=[CH:17][CH:18]=[CH:19][CH:20]=3)[C:15](=[O:22])[CH:14]=[CH:13]2)[CH:7]=1.[F-].[K+].[C:34]1(B(O)O)[CH:39]=[CH:38][CH:37]=[CH:36][CH:35]=1. (4) Given the product [CH3:30][O:29][C:25](=[O:28])/[CH:26]=[CH:27]/[C:21]1[CH:22]=[CH:23][C:15]2[O:14][C:11]3([CH2:12][CH2:13][N:8]([C:6]([O:5][C:1]([CH3:4])([CH3:3])[CH3:2])=[O:7])[CH2:9][CH2:10]3)[NH:18][C:17](=[O:19])[C:16]=2[CH:20]=1, predict the reactants needed to synthesize it. The reactants are: [C:1]([O:5][C:6]([N:8]1[CH2:13][CH2:12][C:11]2([NH:18][C:17](=[O:19])[C:16]3[CH:20]=[C:21](Br)[CH:22]=[CH:23][C:15]=3[O:14]2)[CH2:10][CH2:9]1)=[O:7])([CH3:4])([CH3:3])[CH3:2].[C:25]([O:29][CH3:30])(=[O:28])[CH:26]=[CH2:27]. (5) The reactants are: [NH4+:1].[Cl-].C([O:5][C:6]([C:8]1[N:9]([CH3:13])[CH:10]=[CH:11][N:12]=1)=O)C. Given the product [CH3:13][N:9]1[CH:10]=[CH:11][N:12]=[C:8]1[C:6]([NH2:1])=[O:5], predict the reactants needed to synthesize it.